The task is: Predict the reactants needed to synthesize the given product.. This data is from Full USPTO retrosynthesis dataset with 1.9M reactions from patents (1976-2016). (1) Given the product [CH2:11]=[CH:10][CH2:9][CH2:8][CH2:7][CH2:6][CH2:5][C:4](=[O:14])[CH2:3][CH2:2][CH2:24][CH2:23][CH2:22][CH2:21][CH2:20][CH2:19][CH:18]=[CH2:17], predict the reactants needed to synthesize it. The reactants are: Br[CH2:2][CH2:3][CH2:4][CH2:5][CH2:6][CH2:7][CH2:8][CH2:9][CH:10]=[CH2:11].[Mg].C[O:14]C[NH-].[C:17](O)(=O)[CH2:18][CH2:19][CH2:20][CH2:21][CH2:22][CH:23]=[CH2:24]. (2) The reactants are: [CH:1]1([CH2:4][O:5][C:6]2[CH:7]=[C:8]([CH:13]=[CH:14][C:15]=2[NH:16][S:17]([CH:20]=[CH2:21])(=[O:19])=[O:18])[C:9]([O:11][CH3:12])=[O:10])[CH2:3][CH2:2]1.[CH3:22][NH:23][CH3:24]. Given the product [CH:1]1([CH2:4][O:5][C:6]2[CH:7]=[C:8]([CH:13]=[CH:14][C:15]=2[NH:16][S:17]([CH2:20][CH2:21][N:23]([CH3:24])[CH3:22])(=[O:19])=[O:18])[C:9]([O:11][CH3:12])=[O:10])[CH2:2][CH2:3]1, predict the reactants needed to synthesize it. (3) The reactants are: [CH3:1][O:2][C:3]12[CH2:10][CH2:9][C:6]([CH2:11][CH2:12][CH2:13]O)([CH2:7][CH2:8]1)[CH2:5][CH2:4]2.[C-:15]#[N:16].[Na+]. Given the product [CH3:1][O:2][C:3]12[CH2:10][CH2:9][C:6]([CH2:11][CH2:12][CH2:13][C:15]#[N:16])([CH2:7][CH2:8]1)[CH2:5][CH2:4]2, predict the reactants needed to synthesize it. (4) The reactants are: [NH:1]1[C:9]2[C:4](=[CH:5][C:6]([C:10]3[O:14][N:13]=[C:12]([C:15]([OH:17])=O)[CH:11]=3)=[CH:7][CH:8]=2)[CH:3]=[N:2]1.CN(C(ON1N=N[C:28]2[CH:29]=[CH:30][CH:31]=N[C:27]1=2)=[N+](C)C)C.F[P-](F)(F)(F)(F)F.C([N:45]([CH:48]([CH3:50])[CH3:49])CC)(C)C. Given the product [NH:1]1[C:9]2[C:4](=[CH:5][C:6]([C:10]3[O:14][N:13]=[C:12]([C:15]([NH:45][C@H:48]([C:49]4[CH:31]=[CH:30][CH:29]=[CH:28][CH:27]=4)[CH3:50])=[O:17])[CH:11]=3)=[CH:7][CH:8]=2)[CH:3]=[N:2]1, predict the reactants needed to synthesize it. (5) Given the product [CH3:1][O:2][C:3](=[O:16])[C:4]1[CH:5]=[CH:6][C:7]([CH:10]([NH:15][C:18]([O:20][C:21]([CH3:24])([CH3:23])[CH3:22])=[O:17])[CH2:11][C:12]([OH:14])=[O:13])=[CH:8][CH:9]=1, predict the reactants needed to synthesize it. The reactants are: [CH3:1][O:2][C:3](=[O:16])[C:4]1[CH:9]=[CH:8][C:7]([CH:10]([NH2:15])[CH2:11][C:12]([OH:14])=[O:13])=[CH:6][CH:5]=1.[O:17](C(OC(C)(C)C)=O)[C:18]([O:20][C:21]([CH3:24])([CH3:23])[CH3:22])=O. (6) Given the product [CH:31]1([C:28]2[N:29]=[CH:30][C:25]([O:24][C@H:22]3[CH2:21][N:18]4[CH2:19][CH2:20][N:15]([S:12]([C:4]5[CH:3]=[C:2]([CH:7]=[C:6]([C:8]([F:10])([F:11])[F:9])[CH:5]=5)[C:35]#[N:36])(=[O:13])=[O:14])[CH2:16][C@@H:17]4[CH2:23]3)=[N:26][CH:27]=2)[CH2:32][CH2:33]1, predict the reactants needed to synthesize it. The reactants are: Br[C:2]1[CH:3]=[C:4]([S:12]([N:15]2[CH2:20][CH2:19][N:18]3[CH2:21][C@H:22]([O:24][C:25]4[CH:30]=[N:29][C:28]([CH:31]5[CH2:33][CH2:32]5)=[CH:27][N:26]=4)[CH2:23][C@H:17]3[CH2:16]2)(=[O:14])=[O:13])[CH:5]=[C:6]([C:8]([F:11])([F:10])[F:9])[CH:7]=1.[Cu][C:35]#[N:36].